This data is from Full USPTO retrosynthesis dataset with 1.9M reactions from patents (1976-2016). The task is: Predict the reactants needed to synthesize the given product. (1) Given the product [CH3:23][O:22][C:3]1[C:2]([C:25]2[S:24][CH:28]=[CH:27][CH:26]=2)=[CH:7][CH:6]=[C:5]([O:8][CH3:9])[C:4]=1[C:10](=[O:21])[CH2:11][C:12]1[CH:17]=[CH:16][C:15]([N+:18]([O-:20])=[O:19])=[CH:14][CH:13]=1, predict the reactants needed to synthesize it. The reactants are: Br[C:2]1[C:3]([O:22][CH3:23])=[C:4]([C:10](=[O:21])[CH2:11][C:12]2[CH:17]=[CH:16][C:15]([N+:18]([O-:20])=[O:19])=[CH:14][CH:13]=2)[C:5]([O:8][CH3:9])=[CH:6][CH:7]=1.[S:24]1[CH:28]=[CH:27][CH:26]=[C:25]1B(O)O. (2) Given the product [OH:1][C@@H:2]([C@H:4]1[C:25](=[O:26])[N:6]2[C:7]([C:12]([O:14][CH2:15][C:16]3[CH:21]=[CH:20][C:19]([N+:22]([O-:24])=[O:23])=[CH:18][CH:17]=3)=[O:13])=[C:8]([C:45]3[S:44][C:43]4=[C:39]([C:37]([C:29]5[CH:28]=[N:27][C:36]6[C:31]([CH:30]=5)=[CH:32][CH:33]=[CH:34][CH:35]=6)=[O:38])[N:40]=[CH:41][N:42]4[CH:46]=3)[C@H:9]([CH3:10])[C@H:5]12)[CH3:3], predict the reactants needed to synthesize it. The reactants are: [OH:1][C@@H:2]([C@H:4]1[C:25](=[O:26])[N:6]2[C@@H:7]([C:12]([O:14][CH2:15][C:16]3[CH:21]=[CH:20][C:19]([N+:22]([O-:24])=[O:23])=[CH:18][CH:17]=3)=[O:13])[C:8](=O)[C@H:9]([CH3:10])[C@H:5]12)[CH3:3].[N:27]1[C:36]2[C:31](=[CH:32][CH:33]=[CH:34][CH:35]=2)[CH:30]=[C:29]([C:37]([C:39]2[N:40]=[CH:41][N:42]3[CH:46]=[C:45]([Sn](CCCC)(CCCC)CCCC)[S:44][C:43]=23)=[O:38])[CH:28]=1.